This data is from Full USPTO retrosynthesis dataset with 1.9M reactions from patents (1976-2016). The task is: Predict the reactants needed to synthesize the given product. (1) Given the product [F:24][C:25]1[CH:26]=[C:27]([CH2:31][CH2:32][N:33]2[C:12](=[O:13])[C:7]3[C:8](=[C:3]([O:2][CH3:1])[CH:4]=[CH:5][CH:6]=3)[N:9]=[C:10]2[C:14]2[CH:19]=[CH:18][CH:17]=[CH:16][C:15]=2[OH:20])[CH:28]=[CH:29][CH:30]=1, predict the reactants needed to synthesize it. The reactants are: [CH3:1][O:2][C:3]1[C:8]2[N:9]=[C:10]([C:14]3[CH:19]=[CH:18][CH:17]=[CH:16][C:15]=3[O:20]C(=O)C)O[C:12](=[O:13])[C:7]=2[CH:6]=[CH:5][CH:4]=1.[F:24][C:25]1[CH:26]=[C:27]([CH2:31][CH2:32][NH2:33])[CH:28]=[CH:29][CH:30]=1. (2) Given the product [C:42]([Si:39]([CH3:40])([CH3:41])[O:38][CH2:37][CH2:36][N:24]([CH2:23][C:20]1[CH:19]=[CH:18][C:17]([S:14]([N:29]2[CH:30]=[CH:35][C:27](/[CH:26]=[CH:49]/[C:47]([OH:53])=[O:48])=[CH:28]2)(=[O:16])=[O:15])=[CH:22][CH:21]=1)[CH2:25][CH2:26][C:27]1[C:35]2[C:30](=[CH:31][CH:32]=[CH:33][CH:34]=2)[NH:29][CH:28]=1)([CH3:44])([CH3:43])[CH3:45], predict the reactants needed to synthesize it. The reactants are: C(OC(=O)/C=C/C1([S:14]([C:17]2[CH:22]=[CH:21][C:20]([CH2:23][N:24]([CH2:36][CH2:37][O:38][Si:39]([C:42]([CH3:45])([CH3:44])[CH3:43])([CH3:41])[CH3:40])[CH2:25][CH2:26][C:27]3[C:35]4[C:30](=[CH:31][CH:32]=[CH:33][CH:34]=4)[NH:29][CH:28]=3)=[CH:19][CH:18]=2)(=[O:16])=[O:15])C=CNC1)(C)(C)C.[C:47]([OH:53])([C:49](F)(F)F)=[O:48]. (3) Given the product [CH3:14][N:6]1[C:7]([C:8]2[CH:13]=[CH:12][CH:11]=[CH:10][CH:9]=2)=[CH:3][C:4]([C:16]([OH:18])=[O:17])=[C:5]1[CH3:15], predict the reactants needed to synthesize it. The reactants are: C([C:3]1[C:4]([C:16]([OH:18])=[O:17])=[C:5]([CH3:15])[N:6]([CH3:14])[C:7]=1[C:8]1[CH:13]=[CH:12][CH:11]=[CH:10][CH:9]=1)C.[OH-].[Na+]. (4) The reactants are: [O:1]1[C:5]2[CH:6]=[CH:7][C:8]([OH:10])=[CH:9][C:4]=2[CH2:3][CH2:2]1.Br[CH2:12][C:13]#[CH:14].C([O-])([O-])=O.[K+].[K+]. Given the product [CH2:14]([O:10][C:8]1[CH:7]=[CH:6][C:5]2[O:1][CH2:2][CH2:3][C:4]=2[CH:9]=1)[C:13]#[CH:12], predict the reactants needed to synthesize it. (5) Given the product [NH:11]1[C:15]2[CH:16]=[CH:17][CH:18]=[CH:19][C:14]=2[N:13]=[C:12]1[C@H:8]([NH:9][C:10](=[O:20])[NH:23][C@@H:24]([C:28]1[CH:33]=[CH:32][CH:31]=[CH:30][CH:29]=1)[C:25]([NH2:27])=[O:26])[CH2:7][C:6]1[CH:21]=[CH:22][C:3]([O:2][CH3:1])=[CH:4][CH:5]=1, predict the reactants needed to synthesize it. The reactants are: [CH3:1][O:2][C:3]1[CH:22]=[CH:21][C:6]([CH2:7][C@@H:8]2[C:12]3=[N:13][C:14]4[CH:19]=[CH:18][CH:17]=[CH:16][C:15]=4[N:11]3[C:10](=[O:20])[NH:9]2)=[CH:5][CH:4]=1.[NH2:23][C@@H:24]([C:28]1[CH:33]=[CH:32][CH:31]=[CH:30][CH:29]=1)[C:25]([NH2:27])=[O:26].C(O)(C(F)(F)F)=O.